From a dataset of Reaction yield outcomes from USPTO patents with 853,638 reactions. Predict the reaction yield, written as a fraction of the theoretical maximum amount of product (1.0 means a 100% yield; for example, 0.34 means a 34% yield). (1) The reactants are [C:1]([O:5][C:6]([N:8]1[CH2:13][CH2:12][CH:11]([SH:14])[CH2:10][CH2:9]1)=[O:7])([CH3:4])([CH3:3])[CH3:2].[Cl:15][C:16]1[C:21]([CH3:22])=[C:20](Cl)[N:19]=[CH:18][N:17]=1.CC(C)([O-])C.[Na+]. The catalyst is C1COCC1. The product is [C:1]([O:5][C:6]([N:8]1[CH2:13][CH2:12][CH:11]([S:14][C:20]2[C:21]([CH3:22])=[C:16]([Cl:15])[N:17]=[CH:18][N:19]=2)[CH2:10][CH2:9]1)=[O:7])([CH3:4])([CH3:2])[CH3:3]. The yield is 0.970. (2) The reactants are [Cl:1][C:2]1[CH:7]=[CH:6][C:5]([C:8]2([C:12]([N:14]3[CH2:19][CH2:18][CH2:17][CH:16]([CH2:20]OS(C)(=O)=O)[CH2:15]3)=[O:13])[CH2:11][CH2:10][CH2:9]2)=[CH:4][CH:3]=1.[OH:26][C:27]1[CH:32]=[CH:31][CH:30]=[CH:29][C:28]=1[N:33]1[CH2:38][CH2:37][NH:36][CH2:35][CH2:34]1.C(=O)([O-])[O-].[Cs+].[Cs+]. No catalyst specified. The product is [Cl:1][C:2]1[CH:3]=[CH:4][C:5]([C:8]2([C:12]([N:14]3[CH2:19][CH2:18][CH2:17][CH:16]([CH2:20][N:36]4[CH2:35][CH2:34][N:33]([C:28]5[CH:29]=[CH:30][CH:31]=[CH:32][C:27]=5[OH:26])[CH2:38][CH2:37]4)[CH2:15]3)=[O:13])[CH2:11][CH2:10][CH2:9]2)=[CH:6][CH:7]=1. The yield is 0.320. (3) The reactants are [OH:1][CH:2]1[CH2:9][CH:8]2[N:10]([C:11]([O:13][CH2:14][C:15]3[CH:20]=[CH:19][CH:18]=[CH:17][CH:16]=3)=[O:12])[CH:4]([CH2:5][O:6][CH2:7]2)[CH2:3]1.[N+](=[CH:23][C:24]([O:26][CH2:27][CH3:28])=[O:25])=[N-]. The catalyst is C(Cl)Cl.CCOC(C)=O.C([O-])(=O)C.[Rh+2].C([O-])(=O)C. The product is [CH2:27]([O:26][C:24](=[O:25])[CH2:23][O:1][CH:2]1[CH2:3][CH:4]2[N:10]([C:11]([O:13][CH2:14][C:15]3[CH:20]=[CH:19][CH:18]=[CH:17][CH:16]=3)=[O:12])[CH:8]([CH2:7][O:6][CH2:5]2)[CH2:9]1)[CH3:28]. The yield is 0.550.